Dataset: Catalyst prediction with 721,799 reactions and 888 catalyst types from USPTO. Task: Predict which catalyst facilitates the given reaction. (1) Reactant: [NH2:1][C:2]1[C:11]2=[CH:12][N:13]([CH:15]3[C:19]([OH:21])([CH3:20])[CH:18]([OH:22])[CH:17]([C:23]([C:36]4[CH:41]=[CH:40][CH:39]=[CH:38][CH:37]=4)([C:30]4[CH:35]=[CH:34][CH:33]=[CH:32][CH:31]=4)[O:24][SiH2:25][C:26]([CH3:29])([CH3:28])[CH3:27])[O:16]3)[N:14]=[C:9]3[C:10]2=[C:4]([C:5](=[O:42])[NH:6][N:7]=[CH:8]3)[CH:3]=1.[C:43](Cl)(=[O:45])[CH3:44]. Product: [NH2:1][C:2]1[C:11]2=[CH:12][N:13]([CH:15]3[O:16][CH:17]([C:23]([C:30]4[CH:31]=[CH:32][CH:33]=[CH:34][CH:35]=4)([C:36]4[CH:37]=[CH:38][CH:39]=[CH:40][CH:41]=4)[O:24][SiH2:25][C:26]([CH3:27])([CH3:28])[CH3:29])[CH:18]([O:22][C:43](=[O:45])[CH3:44])[C:19]3([OH:21])[CH3:20])[N:14]=[C:9]3[C:10]2=[C:4]([C:5](=[O:42])[NH:6][N:7]=[CH:8]3)[CH:3]=1. The catalyst class is: 383. (2) Reactant: [N:1]1[CH:6]=[CH:5][CH:4]=[CH:3][C:2]=1[CH2:7][CH2:8][NH:9][C:10]1[CH:15]=[CH:14][C:13]([NH:16][C:17]([C:19]2[C:20]([C:25]3[CH:30]=[CH:29][C:28]([C:31]([F:34])([F:33])[F:32])=[CH:27][CH:26]=3)=[CH:21][CH:22]=[CH:23][CH:24]=2)=[O:18])=[CH:12][CH:11]=1.[Br:35]N1C(=O)CCC1=O.O. Product: [Br:35][C:15]1[CH:14]=[C:13]([NH:16][C:17]([C:19]2[C:20]([C:25]3[CH:26]=[CH:27][C:28]([C:31]([F:32])([F:33])[F:34])=[CH:29][CH:30]=3)=[CH:21][CH:22]=[CH:23][CH:24]=2)=[O:18])[CH:12]=[CH:11][C:10]=1[NH:9][CH2:8][CH2:7][C:2]1[CH:3]=[CH:4][CH:5]=[CH:6][N:1]=1. The catalyst class is: 4. (3) Reactant: [F:1][C:2]1[CH:7]=[CH:6][C:5]([C:8]2[NH:23][C:11]3[N:12]=[CH:13][N:14]=[C:15]([N:16]4[CH2:21][CH2:20][NH:19][C@H:18]([CH3:22])[CH2:17]4)[C:10]=3[CH:9]=2)=[CH:4][CH:3]=1.[N:24]([C@H:27]([C:29]1[CH:34]=[CH:33][CH:32]=[C:31]([O:35][CH3:36])[CH:30]=1)[CH3:28])=[C:25]=[O:26].C(N(CC)C(C)C)(C)C. Product: [CH3:36][O:35][C:31]1[CH:30]=[C:29]([C@@H:27]([NH:24][C:25]([N:19]2[CH2:20][CH2:21][N:16]([C:15]3[C:10]4[CH:9]=[C:8]([C:5]5[CH:6]=[CH:7][C:2]([F:1])=[CH:3][CH:4]=5)[NH:23][C:11]=4[N:12]=[CH:13][N:14]=3)[CH2:17][C@H:18]2[CH3:22])=[O:26])[CH3:28])[CH:34]=[CH:33][CH:32]=1. The catalyst class is: 3.